From a dataset of Reaction yield outcomes from USPTO patents with 853,638 reactions. Predict the reaction yield, written as a fraction of the theoretical maximum amount of product (1.0 means a 100% yield; for example, 0.34 means a 34% yield). The reactants are C([O:3][C:4]([CH:6]1[CH2:14][C:9]2[N:10]=[CH:11][CH:12]=[N:13][C:8]=2[CH2:7]1)=O)C.[H-].[Al+3].[Li+].[H-].[H-].[H-].S([O-])([O-])(=O)=O.[Na+].[Na+]. The catalyst is O1CCCC1.C(OCC)C. The product is [N:10]1[C:9]2[CH2:14][CH:6]([CH2:4][OH:3])[CH2:7][C:8]=2[N:13]=[CH:12][CH:11]=1. The yield is 0.940.